Dataset: Full USPTO retrosynthesis dataset with 1.9M reactions from patents (1976-2016). Task: Predict the reactants needed to synthesize the given product. Given the product [F:1][C:2]1[CH:7]=[CH:6][C:5]([C:8]#[C:9][C:10]2[N:14]3[CH:15]=[CH:16][CH:17]=[CH:18][C:13]3=[N:12][C:11]=2[CH2:19][O:20][CH2:21][C:22]([O:24][CH:30]([CH3:32])[CH3:31])=[O:23])=[CH:4][CH:3]=1, predict the reactants needed to synthesize it. The reactants are: [F:1][C:2]1[CH:7]=[CH:6][C:5]([C:8]#[C:9][C:10]2[N:14]3[CH:15]=[CH:16][CH:17]=[CH:18][C:13]3=[N:12][C:11]=2[CH2:19][O:20][CH2:21][C:22]([OH:24])=[O:23])=[CH:4][CH:3]=1.S(=O)(=O)(O)O.[CH:30](O)([CH3:32])[CH3:31].